From a dataset of Full USPTO retrosynthesis dataset with 1.9M reactions from patents (1976-2016). Predict the reactants needed to synthesize the given product. (1) Given the product [CH2:15]([NH:12][C:13]([N:1]1[C:9]2[C:4](=[C:5]([CH:10]=[O:11])[CH:6]=[CH:7][CH:8]=2)[CH:3]=[CH:2]1)=[O:14])[CH2:16][CH2:17][CH3:18], predict the reactants needed to synthesize it. The reactants are: [NH:1]1[C:9]2[CH:8]=[CH:7][CH:6]=[C:5]([CH:10]=[O:11])[C:4]=2[CH:3]=[CH:2]1.[N:12]([CH2:15][CH2:16][CH2:17][CH3:18])=[C:13]=[O:14]. (2) The reactants are: [F:1][C:2]1[CH:3]=[C:4]([NH:17][C:18](=O)[O:19]C2C=CC=CC=2)[CH:5]=[CH:6][C:7]=1[B:8]1[O:12][C:11]([CH3:14])([CH3:13])[C:10]([CH3:16])([CH3:15])[O:9]1.C(N(CC)CC)C.Cl.[F:35][CH2:36][CH2:37][NH2:38]. Given the product [F:1][C:2]1[CH:3]=[C:4]([NH:17][C:18]([NH:38][CH2:37][CH2:36][F:35])=[O:19])[CH:5]=[CH:6][C:7]=1[B:8]1[O:12][C:11]([CH3:13])([CH3:14])[C:10]([CH3:16])([CH3:15])[O:9]1, predict the reactants needed to synthesize it. (3) Given the product [N:18]([CH2:11][C:9]([C:3]1[CH:4]=[CH:5][C:6]([F:8])=[CH:7][C:2]=1[F:1])([OH:10])[CH2:12][N:13]1[CH:17]=[N:16][CH:15]=[N:14]1)=[N+:19]=[N-:20], predict the reactants needed to synthesize it. The reactants are: [F:1][C:2]1[CH:7]=[C:6]([F:8])[CH:5]=[CH:4][C:3]=1[C:9]1([CH2:12][N:13]2[CH:17]=[N:16][CH:15]=[N:14]2)[CH2:11][O:10]1.[N-:18]=[N+:19]=[N-:20].[Na+].[Cl-].[NH4+]. (4) Given the product [CH3:15][C:16]1([CH3:32])[C:20]([CH3:22])([CH3:21])[O:19][B:18]([C:2]2[CH:3]=[CH:4][C:5]3[N:6]([N:8]=[C:9]([NH:11][C:12](=[O:14])[CH3:13])[N:10]=3)[CH:7]=2)[O:17]1, predict the reactants needed to synthesize it. The reactants are: Br[C:2]1[CH:3]=[CH:4][C:5]2[N:6]([N:8]=[C:9]([NH:11][C:12](=[O:14])[CH3:13])[N:10]=2)[CH:7]=1.[CH3:15][C:16]1([CH3:32])[C:20]([CH3:22])([CH3:21])[O:19][B:18]([B:18]2[O:19][C:20]([CH3:22])([CH3:21])[C:16]([CH3:32])([CH3:15])[O:17]2)[O:17]1.C(=O)([O-])[O-].[Na+].[Na+]. (5) Given the product [NH2:17][C:11]1([CH:9]([C:4]2[CH:5]=[C:6]([Cl:8])[CH:7]=[C:2]([Cl:1])[CH:3]=2)[OH:10])[CH2:16][CH2:15][CH2:14][CH2:13][CH2:12]1, predict the reactants needed to synthesize it. The reactants are: [Cl:1][C:2]1[CH:3]=[C:4]([CH:9]([C:11]2([N+:17]([O-])=O)[CH2:16][CH2:15][CH2:14][CH2:13][CH2:12]2)[OH:10])[CH:5]=[C:6]([Cl:8])[CH:7]=1. (6) Given the product [ClH:1].[F:43][C:4]1[C:3]([F:2])=[CH:17][CH:16]=[CH:15][C:5]=1[CH2:6][C@@H:7]1[CH2:11][NH:10][C@H:9]([C:12]([OH:14])=[O:13])[CH2:8]1, predict the reactants needed to synthesize it. The reactants are: [ClH:1].[F:2][C:3]1[CH:4]=[C:5]([CH:15]=[CH:16][CH:17]=1)[CH2:6][C@@H:7]1[CH2:11][NH:10][C@H:9]([C:12]([OH:14])=[O:13])[CH2:8]1.C(C1CCC(C)CC1OC(C1CC(CC2C=CC=C([F:43])C=2)CN1C(OC(C)(C)C)=O)=O)(C)C.